This data is from Reaction yield outcomes from USPTO patents with 853,638 reactions. The task is: Predict the reaction yield, written as a fraction of the theoretical maximum amount of product (1.0 means a 100% yield; for example, 0.34 means a 34% yield). (1) The reactants are Cl.Cl.[F:3][C:4]1[C:12]([C:13]2[C:21]3[C:20]([NH2:22])=[N:19][CH:18]=[N:17][C:16]=3[N:15]([CH3:23])[CH:14]=2)=[CH:11][CH:10]=[C:9]2[C:5]=1[CH2:6][CH2:7][NH:8]2.[CH3:24][N:25]1[CH:29]=[CH:28][CH:27]=[C:26]1[CH2:30][C:31](O)=[O:32].CN(C(ON1N=NC2C=CC=NC1=2)=[N+](C)C)C.F[P-](F)(F)(F)(F)F.CCN(C(C)C)C(C)C. The catalyst is O. The product is [F:3][C:4]1[C:12]([C:13]2[C:21]3[C:20]([NH2:22])=[N:19][CH:18]=[N:17][C:16]=3[N:15]([CH3:23])[CH:14]=2)=[CH:11][CH:10]=[C:9]2[C:5]=1[CH2:6][CH2:7][N:8]2[C:31](=[O:32])[CH2:30][C:26]1[N:25]([CH3:24])[CH:29]=[CH:28][CH:27]=1. The yield is 0.617. (2) The reactants are C([O:5][C:6]([N:8]1[CH:12]=[CH:11][CH:10]=[C:9]1[C:13]1[C:22]([N+:23]([O-])=O)=[CH:21][C:16]([C:17]([O:19][CH3:20])=[O:18])=[CH:15][N:14]=1)=O)(C)(C)C. The catalyst is C(O)(=O)C.[Fe]. The product is [O:5]=[C:6]1[N:8]2[CH:12]=[CH:11][CH:10]=[C:9]2[C:13]2[N:14]=[CH:15][C:16]([C:17]([O:19][CH3:20])=[O:18])=[CH:21][C:22]=2[NH:23]1. The yield is 0.625. (3) The reactants are [Br:1][C:2]1[N:7]=[C:6]([N+:8]([O-:10])=[O:9])[C:5]([OH:11])=[CH:4][CH:3]=1.[H-].[Na+].[CH2:14](Br)[C:15]1[CH:20]=[CH:19][CH:18]=[CH:17][CH:16]=1. The catalyst is CN(C=O)C.O. The product is [CH2:14]([O:11][C:5]1[C:6]([N+:8]([O-:10])=[O:9])=[N:7][C:2]([Br:1])=[CH:3][CH:4]=1)[C:15]1[CH:20]=[CH:19][CH:18]=[CH:17][CH:16]=1. The yield is 0.670. (4) The reactants are [N:1]1[N:2]([C:6]2[CH:14]=[CH:13][CH:12]=[CH:11][C:7]=2[C:8]([OH:10])=O)[N:3]=[CH:4][CH:5]=1.CCN(C(C)C)C(C)C.CN(C(ON1N=NC2C=CC=CC1=2)=[N+](C)C)C.F[P-](F)(F)(F)(F)F.[F:48][C:49]([F:65])([F:64])[C:50]1[N:51]=[CH:52][C:53]([NH:56][CH:57]2[CH2:62][CH:61]3[NH:63][CH:58]2[CH2:59][CH2:60]3)=[N:54][CH:55]=1.C([O-])(O)=O.[Na+]. The catalyst is CN(C=O)C. The product is [N:3]1[N:2]([C:6]2[CH:14]=[CH:13][CH:12]=[CH:11][C:7]=2[C:8]([N:63]2[CH:61]3[CH2:60][CH2:59][CH:58]2[CH:57]([NH:56][C:53]2[CH:52]=[N:51][C:50]([C:49]([F:64])([F:48])[F:65])=[CH:55][N:54]=2)[CH2:62]3)=[O:10])[N:1]=[CH:5][CH:4]=1. The yield is 0.470. (5) The reactants are [CH3:1][O:2][C:3]([C:5]1[CH:14]=[C:13]2[C:8]([CH:9]=[CH:10][C:11]([C:15]([F:18])([F:17])[F:16])=[N:12]2)=[C:7]([OH:19])[C:6]=1[N+:20]([O-:22])=[O:21])=[O:4].C(N(CC)CC)C.[F:30][C:31]([F:44])([F:43])[S:32](O[S:32]([C:31]([F:44])([F:43])[F:30])(=[O:34])=[O:33])(=[O:34])=[O:33]. The catalyst is CN(C)C1C=CN=CC=1.C(Cl)Cl. The product is [CH3:1][O:2][C:3]([C:5]1[CH:14]=[C:13]2[C:8]([CH:9]=[CH:10][C:11]([C:15]([F:17])([F:18])[F:16])=[N:12]2)=[C:7]([O:19][S:32]([C:31]([F:44])([F:43])[F:30])(=[O:34])=[O:33])[C:6]=1[N+:20]([O-:22])=[O:21])=[O:4]. The yield is 0.680. (6) The reactants are [NH2:1][C:2]1[S:3][C:4]2[CH:10]=[C:9]([C:11]([OH:13])=[O:12])[CH:8]=[C:7]([Br:14])[C:5]=2[N:6]=1.[Si](C=[N+]=[N-])(C)(C)[CH3:16]. The catalyst is O1CCCC1.CO. The product is [CH3:16][O:12][C:11]([C:9]1[CH:8]=[C:7]([Br:14])[C:5]2[N:6]=[C:2]([NH2:1])[S:3][C:4]=2[CH:10]=1)=[O:13]. The yield is 1.00. (7) The reactants are CN(C)C=O.[C:6]([Cl:11])(=O)C(Cl)=O.[NH:12]1[C:20]2[CH:19]=[CH:18][N:17]=[CH:16][C:15]=2[S:14]C1=S.C([O-])(O)=O.[Na+]. The catalyst is ClCCCl.O. The product is [Cl:11][C:6]1[S:14][C:15]2[CH:16]=[N:17][CH:18]=[CH:19][C:20]=2[N:12]=1. The yield is 0.870. (8) The reactants are [OH-].[Na+].[F:3][C:4]([F:26])([F:25])[C:5]1[CH:6]=[C:7]([C:11]2[CH:12]=[CH:13][C:14]3[N:15]([C:17]([C:20]([O:22]CC)=[O:21])=[CH:18][N:19]=3)[N:16]=2)[CH:8]=[CH:9][CH:10]=1.O1CCOCC1. The catalyst is O. The product is [F:25][C:4]([F:3])([F:26])[C:5]1[CH:6]=[C:7]([C:11]2[CH:12]=[CH:13][C:14]3[N:15]([C:17]([C:20]([OH:22])=[O:21])=[CH:18][N:19]=3)[N:16]=2)[CH:8]=[CH:9][CH:10]=1. The yield is 0.810. (9) The reactants are [C:1]([O:4][C:5]1[CH:10]=[CH:9][C:8](I)=[CH:7][CH:6]=1)(=[O:3])[CH3:2].[C:12]([C:14]1[O:15][C:16]2[CH:22]=[C:21]([O:23][CH3:24])[CH:20]=[CH:19][C:17]=2[CH:18]=1)#[CH:13].BrC1C=CC(S(NC2CCC3CC2C3(C)C)(=O)=O)=CC=1.C(O)CC#C. No catalyst specified. The product is [C:1]([O:4][C:5]1[CH:10]=[CH:9][C:8]([C:13]#[C:12][C:14]2[O:15][C:16]3[CH:22]=[C:21]([O:23][CH3:24])[CH:20]=[CH:19][C:17]=3[CH:18]=2)=[CH:7][CH:6]=1)(=[O:3])[CH3:2]. The yield is 0.560.